Dataset: NCI-60 drug combinations with 297,098 pairs across 59 cell lines. Task: Regression. Given two drug SMILES strings and cell line genomic features, predict the synergy score measuring deviation from expected non-interaction effect. Drug 1: CCCCCOC(=O)NC1=NC(=O)N(C=C1F)C2C(C(C(O2)C)O)O. Drug 2: CC(C)NC(=O)C1=CC=C(C=C1)CNNC.Cl. Cell line: HCT-15. Synergy scores: CSS=-2.77, Synergy_ZIP=-0.813, Synergy_Bliss=-12.1, Synergy_Loewe=-14.4, Synergy_HSA=-14.8.